From a dataset of Full USPTO retrosynthesis dataset with 1.9M reactions from patents (1976-2016). Predict the reactants needed to synthesize the given product. (1) Given the product [CH:8]([C:11]1[CH:16]=[CH:15][C:14]([C:17]2[N:2]([CH3:1])[N:3]=[C:4]([C:5](=[O:7])[CH3:6])[C:18]=2[OH:19])=[CH:13][CH:12]=1)([CH3:10])[CH3:9], predict the reactants needed to synthesize it. The reactants are: [CH3:1][NH:2][N:3]=[CH:4][C:5](=[O:7])[CH3:6].[CH:8]([C:11]1[CH:16]=[CH:15][C:14]([C:17](=O)[CH:18]=[O:19])=[CH:13][CH:12]=1)([CH3:10])[CH3:9].CCCCCC.C(OCC)(=O)C. (2) The reactants are: [C:1]([C:3]1[C:8]([N+:9]([O-])=O)=[CH:7][C:6]([CH3:12])=[CH:5][N:4]=1)#[N:2].C([O-])(O)=O.[Na+].O. Given the product [NH2:9][C:8]1[C:3]([C:1]#[N:2])=[N:4][CH:5]=[C:6]([CH3:12])[CH:7]=1, predict the reactants needed to synthesize it. (3) The reactants are: [Cl:1][C:2]1[CH:3]=[C:4]2[C:9](=[CH:10][C:11]=1[C:12]([N:14]1[CH2:18][CH2:17][CH2:16][CH2:15]1)=[O:13])[N:8]=[CH:7][N:6]=[C:5]2[NH:19][CH:20]([C:26]1[N:30](C(OC(C)(C)C)=O)[C:29]2[CH:38]=[CH:39][C:40]([Cl:42])=[CH:41][C:28]=2[N:27]=1)[CH2:21][CH2:22][C:23]([OH:25])=O.[CH3:43][N:44]([CH2:46][CH2:47][NH2:48])[CH3:45].CN(C(ON1N=NC2C=CC=CC1=2)=[N+](C)C)C.[B-](F)(F)(F)F.FC(F)(F)C(O)=O. Given the product [Cl:1][C:2]1[CH:3]=[C:4]2[C:9](=[CH:10][C:11]=1[C:12]([N:14]1[CH2:15][CH2:16][CH2:17][CH2:18]1)=[O:13])[N:8]=[CH:7][N:6]=[C:5]2[NH:19][CH:20]([C:26]1[NH:30][C:29]2[CH:38]=[CH:39][C:40]([Cl:42])=[CH:41][C:28]=2[N:27]=1)[CH2:21][CH2:22][C:23]([NH:48][CH2:47][CH2:46][N:44]([CH3:45])[CH3:43])=[O:25], predict the reactants needed to synthesize it.